Task: Predict the reactants needed to synthesize the given product.. Dataset: Full USPTO retrosynthesis dataset with 1.9M reactions from patents (1976-2016) (1) Given the product [C:1]([O:5][C:6]([NH:8][C:9]1[S:13][C:12]([C:14]2[C:19]([F:20])=[CH:18][CH:17]=[CH:16][C:15]=2[F:21])=[N:11][C:10]=1[C:22]([NH:33][C:34]1[C:35]([N:43]2[CH2:48][CH2:47][CH2:46][C@H:45]([NH:49][C:50](=[O:56])[O:51][C:52]([CH3:53])([CH3:55])[CH3:54])[CH2:44]2)=[C:36]2[CH:42]=[CH:41][S:40][C:37]2=[N:38][CH:39]=1)=[O:23])=[O:7])([CH3:4])([CH3:2])[CH3:3], predict the reactants needed to synthesize it. The reactants are: [C:1]([O:5][C:6]([NH:8][C:9]1[S:13][C:12]([C:14]2[C:19]([F:20])=[CH:18][CH:17]=[CH:16][C:15]=2[F:21])=[N:11][C:10]=1[C:22](O)=[O:23])=[O:7])([CH3:4])([CH3:3])[CH3:2].ClC(N(C)C)=C(C)C.[NH2:33][C:34]1[C:35]([N:43]2[CH2:48][CH2:47][CH2:46][C@H:45]([NH:49][C:50](=[O:56])[O:51][C:52]([CH3:55])([CH3:54])[CH3:53])[CH2:44]2)=[C:36]2[CH:42]=[CH:41][S:40][C:37]2=[N:38][CH:39]=1.N1C=CC=CC=1. (2) The reactants are: [CH3:1][O:2][C:3](=[O:13])[CH2:4][C:5]1[CH:10]=[CH:9][CH:8]=[C:7]([Br:11])[C:6]=1[OH:12].[C:14]([O-])([O-])=O.[K+].[K+].CI. Given the product [CH3:1][O:2][C:3](=[O:13])[CH2:4][C:5]1[CH:10]=[CH:9][CH:8]=[C:7]([Br:11])[C:6]=1[O:12][CH3:14], predict the reactants needed to synthesize it. (3) Given the product [C:47]([NH:50][NH:51][C:13]([C:1]1[C:11]2=[C:12]3[C:7](=[CH:8][CH:9]=[CH:10]2)[CH2:6][CH2:5][CH2:4][N:3]3[CH:2]=1)=[O:15])(=[O:49])[CH3:48], predict the reactants needed to synthesize it. The reactants are: [C:1]1([C:13]([OH:15])=O)[C:11]2=[C:12]3[C:7](=[CH:8][CH:9]=[CH:10]2)[CH2:6][CH2:5][CH2:4][N:3]3[CH:2]=1.F[P-](F)(F)(F)(F)F.N1(OC(N(C)C)=[N+](C)C)C2N=CC=CC=2N=N1.C(N(CC)CC)C.[C:47]([NH:50][NH2:51])(=[O:49])[CH3:48].